This data is from Full USPTO retrosynthesis dataset with 1.9M reactions from patents (1976-2016). The task is: Predict the reactants needed to synthesize the given product. (1) Given the product [CH3:13][O:12][C:8]1[CH:7]=[CH:6][CH:5]=[C:4]2[C:9]=1[CH:10]=[CH:11][C:2]([NH:14][C:15]1[C:23]3[C:18](=[CH:19][N:20]=[CH:21][CH:22]=3)[O:17][C:16]=1[C:24]([O:26][CH2:27][CH3:28])=[O:25])=[N:3]2, predict the reactants needed to synthesize it. The reactants are: Cl[C:2]1[CH:11]=[CH:10][C:9]2[C:4](=[CH:5][CH:6]=[CH:7][C:8]=2[O:12][CH3:13])[N:3]=1.[NH2:14][C:15]1[C:23]2[C:18](=[CH:19][N:20]=[CH:21][CH:22]=2)[O:17][C:16]=1[C:24]([O:26][CH2:27][CH3:28])=[O:25].[Cl-].C(C1C=CC=C(C(C)C)C=1N1C=C[N+](C2C(C(C)C)=CC=CC=2C(C)C)=C1)(C)C.CC([O-])(C)C.[K+]. (2) The reactants are: [CH2:1]([N:3]([CH2:10][CH:11]1C[O:12]1)[C:4]1[CH:9]=[CH:8][CH:7]=[CH:6][CH:5]=1)[CH3:2].[CH3:14][O-:15].[Na+].[C:17]([O-])(O)=O.[Na+]. Given the product [CH2:1]([N:3]([C:4]1[CH:9]=[CH:8][CH:7]=[CH:6][CH:5]=1)[CH2:10][CH:11]([OH:12])[CH2:14][O:15][CH3:17])[CH3:2], predict the reactants needed to synthesize it. (3) Given the product [NH2:51][CH2:50][C:32]1[N:31]=[C:30]2[C:35]([N:36]=[CH:37][N:29]2[C@@H:11]2[O:12][C@H:13]([C:24]([NH:26][CH2:27][CH3:28])=[O:25])[C@@H:14]([OH:15])[C@H:10]2[OH:9])=[C:34]([NH:38][CH2:39][C:40]2[C:49]3[C:44](=[CH:45][CH:46]=[CH:47][CH:48]=3)[CH:43]=[CH:42][CH:41]=2)[N:33]=1, predict the reactants needed to synthesize it. The reactants are: C([O:9][C@@H:10]1[C@H:14]([O:15]C(=O)C2C=CC=CC=2)[C@@H:13]([C:24]([NH:26][CH2:27][CH3:28])=[O:25])[O:12][C@H:11]1[N:29]1[CH:37]=[N:36][C:35]2[C:30]1=[N:31][C:32]([C:50]#[N:51])=[N:33][C:34]=2[NH:38][CH2:39][C:40]1[C:49]2[C:44](=[CH:45][CH:46]=[CH:47][CH:48]=2)[CH:43]=[CH:42][CH:41]=1)(=O)C1C=CC=CC=1. (4) Given the product [NH2:8][C:5]1[CH:6]=[CH:7][C:2]([N:11]2[CH2:16][CH2:15][CH:14]([OH:17])[CH2:13][CH2:12]2)=[N:3][CH:4]=1, predict the reactants needed to synthesize it. The reactants are: Cl[C:2]1[CH:7]=[CH:6][C:5]([N+:8]([O-])=O)=[CH:4][N:3]=1.[NH:11]1[CH2:16][CH2:15][CH:14]([OH:17])[CH2:13][CH2:12]1.C([O-])([O-])=O.[K+].[K+].